Dataset: NCI-60 drug combinations with 297,098 pairs across 59 cell lines. Task: Regression. Given two drug SMILES strings and cell line genomic features, predict the synergy score measuring deviation from expected non-interaction effect. (1) Drug 1: C1=C(C(=O)NC(=O)N1)F. Drug 2: CC1=C(C(CCC1)(C)C)C=CC(=CC=CC(=CC(=O)O)C)C. Cell line: NCIH23. Synergy scores: CSS=36.8, Synergy_ZIP=-8.73, Synergy_Bliss=-10.9, Synergy_Loewe=-13.4, Synergy_HSA=-12.4. (2) Drug 1: CS(=O)(=O)C1=CC(=C(C=C1)C(=O)NC2=CC(=C(C=C2)Cl)C3=CC=CC=N3)Cl. Drug 2: N.N.Cl[Pt+2]Cl. Cell line: M14. Synergy scores: CSS=-4.72, Synergy_ZIP=2.53, Synergy_Bliss=0.952, Synergy_Loewe=-2.77, Synergy_HSA=-2.80. (3) Drug 1: COC1=CC(=CC(=C1O)OC)C2C3C(COC3=O)C(C4=CC5=C(C=C24)OCO5)OC6C(C(C7C(O6)COC(O7)C8=CC=CS8)O)O. Drug 2: CC(C)CN1C=NC2=C1C3=CC=CC=C3N=C2N. Cell line: NCI-H226. Synergy scores: CSS=23.2, Synergy_ZIP=-4.95, Synergy_Bliss=1.41, Synergy_Loewe=-7.50, Synergy_HSA=-1.12. (4) Drug 1: CNC(=O)C1=CC=CC=C1SC2=CC3=C(C=C2)C(=NN3)C=CC4=CC=CC=N4. Drug 2: C1C(C(OC1N2C=NC3=C2NC=NCC3O)CO)O. Cell line: SW-620. Synergy scores: CSS=0.757, Synergy_ZIP=1.35, Synergy_Bliss=1.24, Synergy_Loewe=-5.17, Synergy_HSA=-2.01. (5) Drug 1: CCC1(CC2CC(C3=C(CCN(C2)C1)C4=CC=CC=C4N3)(C5=C(C=C6C(=C5)C78CCN9C7C(C=CC9)(C(C(C8N6C=O)(C(=O)OC)O)OC(=O)C)CC)OC)C(=O)OC)O.OS(=O)(=O)O. Drug 2: CC1=C2C(C(=O)C3(C(CC4C(C3C(C(C2(C)C)(CC1OC(=O)C(C(C5=CC=CC=C5)NC(=O)C6=CC=CC=C6)O)O)OC(=O)C7=CC=CC=C7)(CO4)OC(=O)C)O)C)OC(=O)C. Cell line: COLO 205. Synergy scores: CSS=35.4, Synergy_ZIP=-1.85, Synergy_Bliss=0.930, Synergy_Loewe=-27.1, Synergy_HSA=0.592. (6) Drug 1: CCCS(=O)(=O)NC1=C(C(=C(C=C1)F)C(=O)C2=CNC3=C2C=C(C=N3)C4=CC=C(C=C4)Cl)F. Drug 2: C1=CC=C(C=C1)NC(=O)CCCCCCC(=O)NO. Cell line: NCIH23. Synergy scores: CSS=-4.30, Synergy_ZIP=-2.74, Synergy_Bliss=-6.85, Synergy_Loewe=-19.0, Synergy_HSA=-10.3.